Dataset: Full USPTO retrosynthesis dataset with 1.9M reactions from patents (1976-2016). Task: Predict the reactants needed to synthesize the given product. (1) Given the product [N+:22]([C:14]1[CH:15]=[C:16]([N+:19]([O-:21])=[O:20])[CH:17]=[CH:18][C:13]=1[O-:12])([O-:24])=[O:23].[NH2:11][N+:6]1[CH:7]=[CH:8][C:9]2[O:10][C:2]([CH3:1])=[CH:3][C:4]=2[CH:5]=1, predict the reactants needed to synthesize it. The reactants are: [CH3:1][C:2]1[O:10][C:9]2[CH:8]=[CH:7][N:6]=[CH:5][C:4]=2[CH:3]=1.[NH2:11][O:12][C:13]1[CH:18]=[CH:17][C:16]([N+:19]([O-:21])=[O:20])=[CH:15][C:14]=1[N+:22]([O-:24])=[O:23].C(OCC)C. (2) Given the product [Br-:22].[OH:9][C:8]([C:16]1[CH:21]=[CH:20][CH:19]=[CH:18][CH:17]=1)([C:10]1[CH:15]=[CH:14][CH:13]=[CH:12][CH:11]=1)[C:4]12[CH2:7][N+:1]([CH2:34][CH2:31][O:30][C:28]([C:27]3[CH:32]=[CH:33][CH:24]=[CH:25][CH:26]=3)=[O:29])([CH2:6][CH2:5]1)[CH2:2][CH2:3]2, predict the reactants needed to synthesize it. The reactants are: [N:1]12[CH2:7][C:4]([C:8]([C:16]3[CH:21]=[CH:20][CH:19]=[CH:18][CH:17]=3)([C:10]3[CH:15]=[CH:14][CH:13]=[CH:12][CH:11]=3)[OH:9])([CH2:5][CH2:6]1)[CH2:3][CH2:2]2.[Br:22]C[C:24]1[CH:33]=[CH:32][C:27]([C:28]([O:30][CH3:31])=[O:29])=[CH:26][CH:25]=1.[CH3:34]C#N. (3) Given the product [Br:9][C:6]1[CH:5]=[C:4]([C:10]2[CH2:11][CH2:12][C:13](=[O:15])[N:24]([CH2:23][C:22]3[CH:26]=[CH:27][CH:28]=[C:20]([OH:19])[CH:21]=3)[N:25]=2)[CH:3]=[C:2]([Br:1])[C:7]=1[OH:8], predict the reactants needed to synthesize it. The reactants are: [Br:1][C:2]1[CH:3]=[C:4]([C:10](=O)[CH2:11][CH2:12][C:13]([OH:15])=O)[CH:5]=[C:6]([Br:9])[C:7]=1[OH:8].Cl.Cl.[OH:19][C:20]1[CH:21]=[C:22]([CH:26]=[CH:27][CH:28]=1)[CH2:23][NH:24][NH2:25]. (4) Given the product [Cl:1][C:2]1[N:6]([C:7]2[CH:12]=[CH:11][C:10]([C:13]3[C:18]([O:19][CH3:20])=[CH:17][CH:16]=[CH:15][C:14]=3[F:21])=[CH:9][CH:8]=2)[C:5]2[C:22]([OH:23])=[C:29]([C:30]#[N:31])[C:28](=[O:32])[NH:27][C:4]=2[CH:3]=1, predict the reactants needed to synthesize it. The reactants are: [Cl:1][C:2]1[N:6]([C:7]2[CH:12]=[CH:11][C:10]([C:13]3[C:18]([O:19][CH3:20])=[CH:17][CH:16]=[CH:15][C:14]=3[F:21])=[CH:9][CH:8]=2)[C:5]([C:22](OCC)=[O:23])=[C:4]([NH:27][C:28](=[O:32])[CH2:29][C:30]#[N:31])[CH:3]=1.CC(C)([O-])C.[K+].Cl. (5) Given the product [OH:19][C:11]1[N:9]([C:4]2[CH:5]=[CH:6][CH:7]=[CH:8][C:3]=2[Cl:2])[N:10]=[C:13]([C:14]([O:16][CH2:17][CH3:18])=[O:15])[CH:12]=1, predict the reactants needed to synthesize it. The reactants are: Cl.[Cl:2][C:3]1[CH:8]=[CH:7][CH:6]=[CH:5][C:4]=1[NH:9][NH2:10].[C:11](OCC)(=[O:19])[C:12]#[C:13][C:14]([O:16][CH2:17][CH3:18])=[O:15].C(=O)([O-])[O-].[K+].[K+].Cl. (6) Given the product [OH:33][C@@H:28]1[CH2:29][N:30]([CH2:21][CH2:20][CH2:19][N:4]2[CH2:5][CH2:6][N:7]([C:8]3[CH:13]=[CH:12][CH:11]=[C:10]([O:14][C:15]([F:18])([F:17])[F:16])[CH:9]=3)[CH:2]([CH3:1])[C:3]2=[O:23])[CH2:31][CH2:32][C:27]21[CH2:26][CH2:25]2, predict the reactants needed to synthesize it. The reactants are: [CH3:1][CH:2]1[N:7]([C:8]2[CH:13]=[CH:12][CH:11]=[C:10]([O:14][C:15]([F:18])([F:17])[F:16])[CH:9]=2)[CH2:6][CH2:5][N:4]([CH2:19][CH2:20][CH:21]=O)[C:3]1=[O:23].Cl.[CH2:25]1[C:27]2([CH2:32][CH2:31][NH:30][CH2:29][C@H:28]2[OH:33])[CH2:26]1.C(N(CC)CC)C. (7) The reactants are: [C:1]1([S:7](Cl)(=[O:9])=[O:8])[CH:6]=[CH:5][CH:4]=[CH:3][CH:2]=1.[CH3:11][N:12]1[CH2:17][CH2:16][CH:15]([C:18]2[C:26]3[C:21](=[CH:22][CH:23]=[C:24]([NH2:27])[CH:25]=3)[NH:20][N:19]=2)[CH2:14][CH2:13]1. Given the product [CH3:11][N:12]1[CH2:13][CH2:14][CH:15]([C:18]2[C:26]3[C:21](=[CH:22][CH:23]=[C:24]([NH:27][S:7]([C:1]4[CH:6]=[CH:5][CH:4]=[CH:3][CH:2]=4)(=[O:9])=[O:8])[CH:25]=3)[NH:20][N:19]=2)[CH2:16][CH2:17]1, predict the reactants needed to synthesize it. (8) Given the product [CH3:16][C:18]1[CH:19]=[CH:20][C:28]([S:29]([O-:32])(=[O:31])=[O:30])=[CH:22][CH:23]=1.[CH3:28][N+:21]1[CH:20]=[CH:19][C:18]([CH:16]([O:15][N:14]([C:24]([CH3:26])([CH3:25])[CH3:27])[CH:9]([P:4]([O:5][CH2:6][CH3:7])([O:3][CH2:1][CH3:2])=[O:8])[C:10]([CH3:13])([CH3:12])[CH3:11])[CH3:17])=[CH:23][CH:22]=1, predict the reactants needed to synthesize it. The reactants are: [CH2:1]([O:3][P:4]([CH:9]([N:14]([C:24]([CH3:27])([CH3:26])[CH3:25])[O:15][CH:16]([C:18]1[CH:23]=[CH:22][N:21]=[CH:20][CH:19]=1)[CH3:17])[C:10]([CH3:13])([CH3:12])[CH3:11])(=[O:8])[O:5][CH2:6][CH3:7])[CH3:2].[CH3:28][S:29]([O-:32])(=[O:31])=[O:30]. (9) The reactants are: Cl[C:2]1[CH:3]=[CH:4][C:5]2[N:6]([C:8]([C:11]([O:13][CH2:14][CH3:15])=[O:12])=[CH:9][N:10]=2)[N:7]=1.N#N.[CH3:18][C:19]1[CH:20]=[C:21]([CH:23]=[C:24]([CH3:26])[CH:25]=1)[NH2:22].CC1(C)C2C(=C(P(C3C=CC=CC=3)C3C=CC=CC=3)C=CC=2)OC2C(P(C3C=CC=CC=3)C3C=CC=CC=3)=CC=CC1=2.C(=O)([O-])[O-].[Cs+].[Cs+]. Given the product [CH3:18][C:19]1[CH:20]=[C:21]([NH:22][C:2]2[CH:3]=[CH:4][C:5]3[N:6]([C:8]([C:11]([O:13][CH2:14][CH3:15])=[O:12])=[CH:9][N:10]=3)[N:7]=2)[CH:23]=[C:24]([CH3:26])[CH:25]=1, predict the reactants needed to synthesize it. (10) The reactants are: [Cl:1][C:2]1[C:3]([O:20][CH3:21])=[C:4]([C:8]([CH3:19])([CH3:18])[CH2:9][C:10]([OH:17])([C:13]([F:16])([F:15])[F:14])[CH:11]=O)[CH:5]=[CH:6][CH:7]=1.[NH2:22][C:23]1[CH:32]=[CH:31][C:30]2[C:25](=[C:26]([F:34])[CH:27]=[CH:28][C:29]=2[NH2:33])[N:24]=1. Given the product [NH2:22][C:23]1[CH:32]=[CH:31][C:30]2[C:25](=[C:26]([F:34])[CH:27]=[CH:28][C:29]=2[NH:33][CH:11]2[C:5]3[C:4](=[C:3]([O:20][CH3:21])[C:2]([Cl:1])=[CH:7][CH:6]=3)[C:8]([CH3:18])([CH3:19])[CH2:9][C:10]2([OH:17])[C:13]([F:14])([F:16])[F:15])[N:24]=1, predict the reactants needed to synthesize it.